This data is from Reaction yield outcomes from USPTO patents with 853,638 reactions. The task is: Predict the reaction yield, written as a fraction of the theoretical maximum amount of product (1.0 means a 100% yield; for example, 0.34 means a 34% yield). The reactants are [Cl:1][C:2]1[CH:7]=[C:6]([CH2:8][O:9][C:10]2[CH:19]=[C:18]3[C:13]([C:14]([O:20]C4C=CC=CC=4)=[N:15][CH:16]=[N:17]3)=[CH:12][C:11]=2[O:27][CH3:28])[CH:5]=[C:4]([O:29]C)[N:3]=1.N. The catalyst is Cl. The product is [Cl:1][C:2]1[NH:3][C:4](=[O:29])[CH:5]=[C:6]([CH2:8][O:9][C:10]2[CH:19]=[C:18]3[C:13]([C:14](=[O:20])[NH:15][CH:16]=[N:17]3)=[CH:12][C:11]=2[O:27][CH3:28])[CH:7]=1. The yield is 0.600.